From a dataset of Forward reaction prediction with 1.9M reactions from USPTO patents (1976-2016). Predict the product of the given reaction. Given the reactants Cl[C:2]1[CH:7]=[C:6]([C:8]#[N:9])[CH:5]=[C:4]([O:10][CH:11]([CH3:13])[CH3:12])[N:3]=1.[F:14][C:15]([F:26])([F:25])[C:16]1[CH:21]=[CH:20][C:19](B(O)O)=[CH:18][CH:17]=1.C(=O)([O-])[O-].[Cs+].[Cs+].CC(C1C=C(C(C)C)C(C2C=CC=CC=2P(C2CCCCC2)C2CCCCC2)=C(C(C)C)C=1)C, predict the reaction product. The product is: [CH:11]([O:10][C:4]1[CH:5]=[C:6]([C:8]#[N:9])[CH:7]=[C:2]([C:19]2[CH:20]=[CH:21][C:16]([C:15]([F:26])([F:25])[F:14])=[CH:17][CH:18]=2)[N:3]=1)([CH3:13])[CH3:12].